Dataset: Forward reaction prediction with 1.9M reactions from USPTO patents (1976-2016). Task: Predict the product of the given reaction. (1) Given the reactants C([N:8]1[CH2:13][CH2:12][C@@H:11]([CH:14]([CH3:16])[CH3:15])[C@H:10]([OH:17])[CH2:9]1)C1C=CC=CC=1.[C:29]([O:28][C:26](O[C:26]([O:28][C:29]([CH3:32])([CH3:31])[CH3:30])=[O:27])=[O:27])([CH3:32])([CH3:31])[CH3:30].C(N(CC)CC)C, predict the reaction product. The product is: [OH:17][C@H:10]1[C@H:11]([CH:14]([CH3:16])[CH3:15])[CH2:12][CH2:13][N:8]([C:26]([O:28][C:29]([CH3:30])([CH3:31])[CH3:32])=[O:27])[CH2:9]1. (2) Given the reactants Cl.[Cl:2][C:3]1[CH:4]=[C:5]([NH:9]N)[CH:6]=[CH:7][CH:8]=1.BrCC([O:15][CH2:16][CH3:17])=O.Cl[C:19]1[CH:20]=[C:21]([N:25]([CH2:27]C(OCC)=O)N)C=[CH:23][CH:24]=1.C(OC(OCC)CCCNC)C.ClC1C=[C:53]2[C:49]([C:50](CCNC)=[CH:51][N:52]2[CH2:55]C(OCC)=O)=[CH:48]C=1.C=O.C(O)(C(F)(F)F)=O.ClC1C=C2C(C3CCN(C)CC=3N2CC(O)=O)=CC=1.CNCCC(C)C.CCN=C=NCCCN(C)C, predict the reaction product. The product is: [Cl:2][C:3]1[CH:4]=[C:5]2[C:6]([C:19]3[CH2:24][CH2:23][N:25]([CH3:27])[CH2:21][C:20]=3[N:9]2[CH2:17][C:16]([N:52]([CH2:51][CH2:50][CH:49]([CH3:53])[CH3:48])[CH3:55])=[O:15])=[CH:7][CH:8]=1. (3) Given the reactants [Cl:1][C:2]1[N:7]=[C:6]([C:8]#[N:9])[C:5]([N+:10]([O-])=O)=[CH:4][CH:3]=1.[NH4+].[OH-].[O-:15]S(S([O-])=O)=O.[Na+].[Na+], predict the reaction product. The product is: [NH2:10][C:5]1[C:6]([C:8]([NH2:9])=[O:15])=[N:7][C:2]([Cl:1])=[CH:3][CH:4]=1. (4) Given the reactants [CH3:1][O:2][C:3]1[CH:30]=[CH:29][C:6]([CH2:7][N:8]2[C:15](=[O:16])[CH:14]3[N:17]([CH2:20][C:21]4[CH:26]=[CH:25][C:24]([O:27][CH3:28])=[CH:23][CH:22]=4)[C:18](=[O:19])[CH:9]2[S:10]SS[S:13]3)=[CH:5][CH:4]=1.[BH4-].[Na+], predict the reaction product. The product is: [SH:10][CH:9]1[N:8]([CH2:7][C:6]2[CH:5]=[CH:4][C:3]([O:2][CH3:1])=[CH:30][CH:29]=2)[C:15](=[O:16])[CH:14]([SH:13])[N:17]([CH2:20][C:21]2[CH:22]=[CH:23][C:24]([O:27][CH3:28])=[CH:25][CH:26]=2)[C:18]1=[O:19]. (5) Given the reactants [OH-].[Na+].C([N:5]([C@H:46]1[CH2:51][CH2:50][C@H:49]([C:52]([O:54]C)=[O:53])[CH2:48][CH2:47]1)[S:6]([C:9]1[CH:10]=[C:11]([CH:43]=[CH:44][CH:45]=1)[C:12]([NH:14][C:15]1[CH:41]=[CH:40][C:39]([F:42])=[CH:38][C:16]=1[C:17]([NH:19][C:20]1[CH:25]=[CH:24][C:23]([CH2:26][CH2:27][C:28]2[CH:37]=[CH:36][C:31]([C:32]([O:34]C)=[O:33])=[CH:30][CH:29]=2)=[CH:22][CH:21]=1)=[O:18])=[O:13])(=[O:8])=[O:7])C.Cl, predict the reaction product. The product is: [C:52]([C@H:49]1[CH2:50][CH2:51][C@H:46]([NH:5][S:6]([C:9]2[CH:10]=[C:11]([CH:43]=[CH:44][CH:45]=2)[C:12]([NH:14][C:15]2[CH:41]=[CH:40][C:39]([F:42])=[CH:38][C:16]=2[C:17]([NH:19][C:20]2[CH:25]=[CH:24][C:23]([CH2:26][CH2:27][C:28]3[CH:29]=[CH:30][C:31]([C:32]([OH:34])=[O:33])=[CH:36][CH:37]=3)=[CH:22][CH:21]=2)=[O:18])=[O:13])(=[O:7])=[O:8])[CH2:47][CH2:48]1)([OH:54])=[O:53].